Dataset: Catalyst prediction with 721,799 reactions and 888 catalyst types from USPTO. Task: Predict which catalyst facilitates the given reaction. (1) Reactant: CC1C=CC(S([N:11]2[C:19]3[C:14](=[CH:15][C:16]([O:20][CH2:21][CH2:22][N:23]4[CH2:28][CH2:27][CH2:26][CH2:25][CH2:24]4)=[CH:17][CH:18]=3)[C:13]([CH2:29][CH2:30][NH:31][C:32](=[O:34])[CH3:33])=[CH:12]2)(=O)=O)=CC=1.[Mg]. Product: [N:23]1([CH2:22][CH2:21][O:20][C:16]2[CH:15]=[C:14]3[C:19](=[CH:18][CH:17]=2)[NH:11][CH:12]=[C:13]3[CH2:29][CH2:30][NH:31][C:32](=[O:34])[CH3:33])[CH2:28][CH2:27][CH2:26][CH2:25][CH2:24]1. The catalyst class is: 5. (2) Reactant: [Cl:1][C:2]1[C:50]([Cl:51])=[CH:49][C:5]2[NH:6][C:7]([CH2:9][CH2:10][CH:11]3[CH2:14][CH:13]([N:15]([CH2:17][C@@H:18]4[C@H:22]5[O:23]C(C)(C)[O:25][C@H:21]5[C@H:20]([N:28]5[C:32]6[N:33]=[CH:34][N:35]=[C:36]([NH:37]CC7C=CC(OC)=CC=7OC)[C:31]=6[CH:30]=[CH:29]5)[CH2:19]4)[CH3:16])[CH2:12]3)=[N:8][C:4]=2[CH:3]=1.C([O-])([O-])=O.[K+].[K+]. Product: [NH2:37][C:36]1[C:31]2[CH:30]=[CH:29][N:28]([C@@H:20]3[CH2:19][C@H:18]([CH2:17][N:15]([CH:13]4[CH2:12][CH:11]([CH2:10][CH2:9][C:7]5[NH:8][C:4]6[CH:3]=[C:2]([Cl:1])[C:50]([Cl:51])=[CH:49][C:5]=6[N:6]=5)[CH2:14]4)[CH3:16])[C@@H:22]([OH:23])[C@H:21]3[OH:25])[C:32]=2[N:33]=[CH:34][N:35]=1. The catalyst class is: 574. (3) Reactant: [CH3:1][C@H:2]1[CH2:7][CH2:6][C@H:5]([C:8]([N:10]([CH:34]([CH3:36])[CH3:35])[C:11]2[CH:15]=[C:14]([C:16]3[CH:21]=[CH:20][C:19]([C:22]4[CH:30]=[C:25]5[N:26]=[CH:27][CH:28]=[CH:29][N:24]5[N:23]=4)=[CH:18][CH:17]=3)[S:13][C:12]=2[C:31]([OH:33])=[O:32])=[O:9])[CH2:4][CH2:3]1.[OH-].[NH4+:38]. Product: [CH3:1][C@H:2]1[CH2:7][CH2:6][C@H:5]([C:8]([N:10]([CH:34]([CH3:36])[CH3:35])[C:11]2[CH:15]=[C:14]([C:16]3[CH:17]=[CH:18][C:19]([C:22]4[CH:30]=[C:25]5[N:26]=[CH:27][CH:28]=[CH:29][N:24]5[N:23]=4)=[CH:20][CH:21]=3)[S:13][C:12]=2[C:31]([O-:33])=[O:32])=[O:9])[CH2:4][CH2:3]1.[NH4+:38]. The catalyst class is: 32. (4) Reactant: [NH2:1][C:2]1[N:7]=[C:6](Cl)[N:5]=[C:4]([C:9]2[CH:10]=[C:11]([CH:20]=[CH:21][CH:22]=2)[O:12][CH2:13][C:14]([NH:16][CH:17]([CH3:19])[CH3:18])=[O:15])[CH:3]=1.[CH3:23][N:24]1[CH2:29][CH2:28][NH:27][CH2:26][CH2:25]1. Product: [NH2:1][C:2]1[N:7]=[C:6]([N:27]2[CH2:28][CH2:29][N:24]([CH3:23])[CH2:25][CH2:26]2)[N:5]=[C:4]([C:9]2[CH:10]=[C:11]([CH:20]=[CH:21][CH:22]=2)[O:12][CH2:13][C:14]([NH:16][CH:17]([CH3:19])[CH3:18])=[O:15])[CH:3]=1. The catalyst class is: 114.